This data is from Reaction yield outcomes from USPTO patents with 853,638 reactions. The task is: Predict the reaction yield, written as a fraction of the theoretical maximum amount of product (1.0 means a 100% yield; for example, 0.34 means a 34% yield). (1) The reactants are Br[CH2:2][C:3]([N:5]1[CH2:11][CH2:10][C:9]2[CH:12]=[CH:13][C:14]([C:16]3[N:20]=[C:19]([C:21]4[CH:22]=[CH:23][C:24]([O:29][CH:30]([CH3:32])[CH3:31])=[C:25]([CH:28]=4)[C:26]#[N:27])[O:18][N:17]=3)=[CH:15][C:8]=2[CH2:7][CH2:6]1)=[O:4].[ClH:33].[NH:34]1[CH2:37][CH:36]([OH:38])[CH2:35]1.C(=O)([O-])[O-].[K+].[K+]. The catalyst is C(#N)C. The product is [ClH:33].[OH:38][CH:36]1[CH2:37][N:34]([CH2:2][C:3]([N:5]2[CH2:11][CH2:10][C:9]3[CH:12]=[CH:13][C:14]([C:16]4[N:20]=[C:19]([C:21]5[CH:22]=[CH:23][C:24]([O:29][CH:30]([CH3:32])[CH3:31])=[C:25]([CH:28]=5)[C:26]#[N:27])[O:18][N:17]=4)=[CH:15][C:8]=3[CH2:7][CH2:6]2)=[O:4])[CH2:35]1. The yield is 0.150. (2) The reactants are C(=O)(O)[O-].[Na+].Br[C:7]1[CH:8]=[C:9]([C:17]([OH:19])=[O:18])[C:10]2[C:15]([CH:16]=1)=[CH:14][CH:13]=[CH:12][CH:11]=2.[Cl:20][C:21]1[CH:22]=[C:23](B(O)O)[CH:24]=[CH:25][CH:26]=1.[OH-].[Na+]. The catalyst is C([O-])(=O)C.[Pd+2].C([O-])(=O)C.C1COCC1.O. The product is [Cl:20][C:21]1[CH:26]=[C:25]([C:7]2[CH:8]=[C:9]([C:17]([OH:19])=[O:18])[C:10]3[C:15]([CH:16]=2)=[CH:14][CH:13]=[CH:12][CH:11]=3)[CH:24]=[CH:23][CH:22]=1. The yield is 0.890.